Predict the product of the given reaction. From a dataset of Forward reaction prediction with 1.9M reactions from USPTO patents (1976-2016). Given the reactants C(O[C:4]([C:6]1([CH2:22][CH2:23]OC)[CH2:11][CH2:10][N:9]([S:12]([C:15]2[CH:20]=[CH:19][CH:18]=[CH:17][C:16]=2[Cl:21])(=[O:14])=[O:13])[CH2:8][CH2:7]1)=[O:5])C.[Cl-].C[Al+]C.[C:30]1([CH3:36])[CH:35]=[CH:34][CH:33]=[CH:32][CH:31]=1, predict the reaction product. The product is: [Cl:21][C:16]1[CH:17]=[CH:18][CH:19]=[CH:20][C:15]=1[S:12]([N:9]1[CH2:10][CH2:11][C:6]2([C:4](=[O:5])[N:9]([CH2:8][CH2:7][CH2:6][CH2:36][C:30]3[CH:35]=[CH:34][CH:33]=[CH:32][CH:31]=3)[CH2:23][CH2:22]2)[CH2:7][CH2:8]1)(=[O:13])=[O:14].